From a dataset of Forward reaction prediction with 1.9M reactions from USPTO patents (1976-2016). Predict the product of the given reaction. (1) The product is: [CH2:1]([O:8][C:9]1[CH:14]=[C:13]([O:15][CH2:16][C:17]2[CH:18]=[CH:19][CH:20]=[CH:21][CH:22]=2)[C:12]([CH:23]([CH3:25])[CH3:24])=[CH:11][C:10]=1[C:26]1[O:30][N:29]=[C:28]([C:31]([NH:32][CH2:33][CH3:34])=[O:35])[C:27]=1[C:36]1[O:40][N:39]=[C:38]([C:41]([N:46]2[CH2:51][CH2:50][S:49][CH2:48][CH2:47]2)=[O:42])[CH:37]=1)[C:2]1[CH:3]=[CH:4][CH:5]=[CH:6][CH:7]=1. Given the reactants [CH2:1]([O:8][C:9]1[CH:14]=[C:13]([O:15][CH2:16][C:17]2[CH:22]=[CH:21][CH:20]=[CH:19][CH:18]=2)[C:12]([CH:23]([CH3:25])[CH3:24])=[CH:11][C:10]=1[C:26]1[O:30][N:29]=[C:28]([C:31](=[O:35])[NH:32][CH2:33][CH3:34])[C:27]=1[C:36]1[O:40][N:39]=[C:38]([C:41](OCC)=[O:42])[CH:37]=1)[C:2]1[CH:7]=[CH:6][CH:5]=[CH:4][CH:3]=1.[NH:46]1[CH2:51][CH2:50][S:49][CH2:48][CH2:47]1, predict the reaction product. (2) The product is: [F:1][C:2]1[CH:7]=[C:6]([F:8])[CH:5]=[CH:4][C:3]=1[N:9]1[C:13](=[O:14])[C:12]([C:15]([OH:17])=[O:16])=[CH:11][N:10]1[CH3:20]. Given the reactants [F:1][C:2]1[CH:7]=[C:6]([F:8])[CH:5]=[CH:4][C:3]=1[N:9]1[C:13](=[O:14])[C:12]([C:15]([O:17]CC)=[O:16])=[CH:11][N:10]1[CH3:20].O1CCCC1.[OH-].[Na+], predict the reaction product. (3) Given the reactants [F:1][C:2]1[CH:11]=[CH:10][C:9]2[N:8]=[CH:7][C:6](=[O:12])[N:5]3[CH2:13][C:14]([OH:19])([C:15](OC)=[O:16])[C:3]=1[C:4]=23.[BH4-].[Na+], predict the reaction product. The product is: [F:1][C:2]1[CH:11]=[CH:10][C:9]2[NH:8][CH2:7][C:6](=[O:12])[N:5]3[CH2:13][C:14]([OH:19])([CH2:15][OH:16])[C:3]=1[C:4]=23. (4) Given the reactants Br[C:2]1[N:3]2[C:8]3[N:9]4[CH2:37][CH2:36][C:12]([CH3:38])([O:13][CH2:14][CH2:15][CH2:16][CH2:17][C@H:18]([CH3:35])[O:19][C:20]5[CH:21]=[CH:22][C:23]([F:34])=[CH:24][C:25]=5[C:26]5[CH:33]=[C:30]([C:31]=1[N:32]=[C:4]2[C:5]([Cl:50])=[C:6]([CH3:49])[C:7]=3[C@H:39]([O:44][C:45]([CH3:48])([CH3:47])[CH3:46])[C:40]([O:42][CH3:43])=[O:41])[CH:29]=[CH:28][CH:27]=5)[CH2:11][CH2:10]4.C(O)CCC.COC1C=CC=C(OC)C=1C1C=CC=CC=1P(C1CCCCC1)C1CCCCC1.C(=O)([O-])[O-].[Cs+].[Cs+], predict the reaction product. The product is: [C:45]([O:44][C@@H:39]([C:7]1[C:6]([CH3:49])=[C:5]([Cl:50])[C:4]2=[N:32][C:31]3=[CH:2][N:3]2[C:8]=1[N:9]1[CH2:10][CH2:11][C:12]([CH3:38])([O:13][CH2:14][CH2:15][CH2:16][CH2:17][C@H:18]([CH3:35])[O:19][C:20]2[CH:21]=[CH:22][C:23]([F:34])=[CH:24][C:25]=2[C:26]2[CH:33]=[C:30]3[CH:29]=[CH:28][CH:27]=2)[CH2:36][CH2:37]1)[C:40]([O:42][CH3:43])=[O:41])([CH3:48])([CH3:46])[CH3:47]. (5) Given the reactants [Cl:1][C:2]1[N:10]=[C:9]2[C:5]([NH:6][CH:7]=[N:8]2)=[C:4](Cl)[N:3]=1.[CH:12]1([SH:18])[CH2:17][CH2:16][CH2:15][CH2:14][CH2:13]1.C(N(CC)CC)C, predict the reaction product. The product is: [Cl:1][C:2]1[N:10]=[C:9]2[C:5]([N:6]=[CH:7][NH:8]2)=[C:4]([S:18][CH:12]2[CH2:17][CH2:16][CH2:15][CH2:14][CH2:13]2)[N:3]=1. (6) Given the reactants [C:1]([O:5][C:6]([NH:8][C:9]1[O:13][N:12]=[C:11]([C:14]2[CH:15]=[C:16]([C:20]3[CH:25]=[CH:24][C:23]([C:26]([N:28]4[CH2:33][CH2:32][N:31](C(OCC5C=CC=CC=5)=O)[CH2:30][CH2:29]4)=[O:27])=[CH:22][CH:21]=3)[CH:17]=[CH:18][CH:19]=2)[CH:10]=1)=[O:7])([CH3:4])([CH3:3])[CH3:2], predict the reaction product. The product is: [N:28]1([C:26]([C:23]2[CH:24]=[CH:25][C:20]([C:16]3[CH:17]=[CH:18][CH:19]=[C:14]([C:11]4[CH:10]=[C:9]([NH:8][C:6](=[O:7])[O:5][C:1]([CH3:3])([CH3:2])[CH3:4])[O:13][N:12]=4)[CH:15]=3)=[CH:21][CH:22]=2)=[O:27])[CH2:33][CH2:32][NH:31][CH2:30][CH2:29]1. (7) Given the reactants CC1(C)[O:9][C:8](=[O:10])[C:5]2([CH2:7][CH2:6]2)[C:4](=[O:11])O1.[CH2:13]1[C:21]2[C:16](=[CH:17][C:18]([NH2:22])=[CH:19][CH:20]=2)[CH2:15][CH2:14]1, predict the reaction product. The product is: [CH2:13]1[C:21]2[C:16](=[CH:17][C:18]([N:22]3[CH2:6][CH2:7][CH:5]([C:8]([OH:9])=[O:10])[C:4]3=[O:11])=[CH:19][CH:20]=2)[CH2:15][CH2:14]1.